From a dataset of Forward reaction prediction with 1.9M reactions from USPTO patents (1976-2016). Predict the product of the given reaction. (1) Given the reactants [Cl:1][C:2]1[N:7]=[C:6](Cl)[CH:5]=[CH:4][N:3]=1.[NH:9]1[CH2:14][CH2:13][CH2:12][CH:11]([C:15]([O:17][CH2:18][CH3:19])=[O:16])[CH2:10]1, predict the reaction product. The product is: [Cl:1][C:2]1[N:7]=[C:6]([N:9]2[CH2:14][CH2:13][CH2:12][CH:11]([C:15]([O:17][CH2:18][CH3:19])=[O:16])[CH2:10]2)[CH:5]=[CH:4][N:3]=1. (2) Given the reactants Br[C:2]1[CH:3]=[CH:4][C:5]([NH:13][C:14]2[C:19]([C:20]([F:23])([F:22])[F:21])=[CH:18][N:17]=[C:16]([NH:24][C:25]3[CH:39]=[CH:38][C:28]([CH2:29][P:30](=[O:37])([O:34][CH2:35][CH3:36])[O:31][CH2:32][CH3:33])=[CH:27][CH:26]=3)[N:15]=2)=[C:6]2[C:10]=1[CH2:9][N:8]([CH3:11])[C:7]2=[O:12].CC1(C)C(C)(C)OB([C:48]2[CH:49]=[N:50][N:51]([CH2:53][CH2:54][CH2:55][OH:56])[CH:52]=2)O1, predict the reaction product. The product is: [OH:56][CH2:55][CH2:54][CH2:53][N:51]1[CH:52]=[C:48]([C:2]2[CH:3]=[CH:4][C:5]([NH:13][C:14]3[C:19]([C:20]([F:21])([F:22])[F:23])=[CH:18][N:17]=[C:16]([NH:24][C:25]4[CH:39]=[CH:38][C:28]([CH2:29][P:30](=[O:37])([O:34][CH2:35][CH3:36])[O:31][CH2:32][CH3:33])=[CH:27][CH:26]=4)[N:15]=3)=[C:6]3[C:10]=2[CH2:9][N:8]([CH3:11])[C:7]3=[O:12])[CH:49]=[N:50]1. (3) Given the reactants [Br:1][C:2]1[C:3]([NH2:8])=[N:4][CH:5]=[CH:6][CH:7]=1.[CH2:9]([O:11][C:12]([N:14]=[C:15]=[S:16])=[O:13])[CH3:10], predict the reaction product. The product is: [Br:1][C:2]1[C:3]([NH:8][C:15]([NH:14][C:12]([O:11][CH2:9][CH3:10])=[O:13])=[S:16])=[N:4][CH:5]=[CH:6][CH:7]=1. (4) Given the reactants [O:1]([C:8]1[CH:9]=[C:10]([C:14]2[CH2:18][CH:17]([CH2:19][CH2:20][CH:21]=O)[O:16][N:15]=2)[CH:11]=[CH:12][CH:13]=1)[C:2]1[CH:7]=[CH:6][CH:5]=[CH:4][CH:3]=1.[C:23]1([CH:29]([C:36]2[CH:41]=[CH:40][CH:39]=[CH:38][CH:37]=2)[N:30]2[CH2:35][CH2:34][NH:33][CH2:32][CH2:31]2)[CH:28]=[CH:27][CH:26]=[CH:25][CH:24]=1.[BH-](OC(C)=O)(OC(C)=O)OC(C)=O.[Na+], predict the reaction product. The product is: [CH:29]([N:30]1[CH2:35][CH2:34][N:33]([CH2:21][CH2:20][CH2:19][CH:17]2[O:16][N:15]=[C:14]([C:10]3[CH:11]=[CH:12][CH:13]=[C:8]([O:1][C:2]4[CH:3]=[CH:4][CH:5]=[CH:6][CH:7]=4)[CH:9]=3)[CH2:18]2)[CH2:32][CH2:31]1)([C:36]1[CH:41]=[CH:40][CH:39]=[CH:38][CH:37]=1)[C:23]1[CH:28]=[CH:27][CH:26]=[CH:25][CH:24]=1. (5) Given the reactants [OH:1][C:2]1[CH:3]=[C:4]2[C:9](=[CH:10][CH:11]=1)[CH:8]=[C:7]([C:12]([O:14][CH3:15])=[O:13])[CH:6]=[CH:5]2.CS(O[C@H:21]1[CH2:26][CH2:25][C@@H:24]([C:27]([F:30])([F:29])[F:28])[CH2:23][CH2:22]1)(=O)=O.C([O-])([O-])=O.[Cs+].[Cs+], predict the reaction product. The product is: [F:28][C:27]([F:30])([F:29])[C@@H:24]1[CH2:25][CH2:26][C@H:21]([O:1][C:2]2[CH:3]=[C:4]3[C:9](=[CH:10][CH:11]=2)[CH:8]=[C:7]([C:12]([O:14][CH3:15])=[O:13])[CH:6]=[CH:5]3)[CH2:22][CH2:23]1. (6) Given the reactants [CH2:1]([O:8][C:9]1[C:10]([CH3:23])=[N:11][C:12]([N:16]2[C:20]([CH3:21])=[CH:19][CH:18]=[C:17]2[CH3:22])=[CH:13][C:14]=1[CH3:15])[C:2]1[CH:7]=[CH:6][CH:5]=[CH:4][CH:3]=1.Br[CH2:25][CH2:26][CH2:27][CH2:28][CH2:29][CH2:30][CH2:31][CH2:32][CH2:33][O:34][CH2:35][O:36][CH3:37].[Li]C1C=CC=CC=1, predict the reaction product. The product is: [CH2:1]([O:8][C:9]1[C:10]([CH2:23][CH2:25][CH2:26][CH2:27][CH2:28][CH2:29][CH2:30][CH2:31][CH2:32][CH2:33][O:34][CH2:35][O:36][CH3:37])=[N:11][C:12]([N:16]2[C:17]([CH3:22])=[CH:18][CH:19]=[C:20]2[CH3:21])=[CH:13][C:14]=1[CH3:15])[C:2]1[CH:7]=[CH:6][CH:5]=[CH:4][CH:3]=1. (7) Given the reactants [NH2:1][C:2]1[N:7]=[C:6]([C:8]2[O:9][CH:10]=[CH:11][CH:12]=2)[C:5]([C:13]#[N:14])=[C:4](S(C)=O)[N:3]=1.[F:18][C:19]([F:29])([F:28])[C:20]1[CH:27]=[CH:26][C:23]([CH2:24][NH2:25])=[CH:22][CH:21]=1, predict the reaction product. The product is: [NH2:1][C:2]1[N:7]=[C:6]([C:8]2[O:9][CH:10]=[CH:11][CH:12]=2)[C:5]([C:13]#[N:14])=[C:4]([NH:25][CH2:24][C:23]2[CH:22]=[CH:21][C:20]([C:19]([F:18])([F:28])[F:29])=[CH:27][CH:26]=2)[N:3]=1. (8) Given the reactants [OH:1][NH:2][C:3]([C:5]1[C:10]([N+:11]([O-:13])=[O:12])=[CH:9][CH:8]=[CH:7][N:6]=1)=[NH:4].[F:14][C:15]1[CH:23]=[C:19]([C:20](O)=O)[C:18]([OH:24])=[CH:17][CH:16]=1, predict the reaction product. The product is: [F:14][C:15]1[CH:16]=[CH:17][C:18]([OH:24])=[C:19]([C:20]2[O:1][N:2]=[C:3]([C:5]3[C:10]([N+:11]([O-:13])=[O:12])=[CH:9][CH:8]=[CH:7][N:6]=3)[N:4]=2)[CH:23]=1.